Dataset: Reaction yield outcomes from USPTO patents with 853,638 reactions. Task: Predict the reaction yield, written as a fraction of the theoretical maximum amount of product (1.0 means a 100% yield; for example, 0.34 means a 34% yield). (1) The reactants are [CH:1]([N:4]1[C:8]([C:9]2[CH:10]=[C:11]([NH2:17])[CH:12]=[CH:13][C:14]=2[O:15][CH3:16])=[CH:7][CH:6]=[N:5]1)([CH3:3])[CH3:2].[F:18][C:19]1[CH:20]=[C:21]([N:26]=[C:27]=[O:28])[CH:22]=[CH:23][C:24]=1[F:25]. The catalyst is C(Cl)Cl. The product is [F:18][C:19]1[CH:20]=[C:21]([NH:26][C:27]([NH:17][C:11]2[CH:12]=[CH:13][C:14]([O:15][CH3:16])=[C:9]([C:8]3[N:4]([CH:1]([CH3:3])[CH3:2])[N:5]=[CH:6][CH:7]=3)[CH:10]=2)=[O:28])[CH:22]=[CH:23][C:24]=1[F:25]. The yield is 0.420. (2) The reactants are Cl[CH2:2][C:3]1[CH:8]=[C:7]([C:9]2[S:13][C:12]([CH2:14][CH3:15])=[N:11][C:10]=2[C:16]2[CH:21]=[CH:20][CH:19]=[C:18]([CH3:22])[CH:17]=2)[CH:6]=[CH:5][N:4]=1.[C-:23]#[N:24].[K+].C1OCCOCCOCCOCCOCCOC1.C(=O)([O-])[O-].[K+].[K+]. The catalyst is C(#N)C. The product is [C:23]([CH2:2][C:3]1[CH:8]=[C:7]([C:9]2[S:13][C:12]([CH2:14][CH3:15])=[N:11][C:10]=2[C:16]2[CH:21]=[CH:20][CH:19]=[C:18]([CH3:22])[CH:17]=2)[CH:6]=[CH:5][N:4]=1)#[N:24]. The yield is 0.480. (3) The reactants are C(OC1C=CC=CC=1N1CCCN([CH2:17][CH2:18][CH2:19][CH2:20][O:21][C:22]2C=[C:30]3[C:25]([CH2:26][CH2:27][C:28](=[O:32])[NH:29]3)=[CH:24][CH:23]=2)CC1)C.[Na+].[I-].[O:35]1[CH2:40][CH2:39][O:38][C:37]2[C:41]([N:45]3[CH2:50][CH2:49][NH:48][CH2:47][CH2:46]3)=[CH:42][CH:43]=[CH:44][C:36]1=2.C([O-])([O-])=O.[K+].[K+].CC#[N:59]. No catalyst specified. The product is [O:35]1[CH2:40][CH2:39][O:38][C:37]2[C:41]([N:45]3[CH2:46][CH2:47][N:48]([CH2:17][CH2:18][CH2:19][CH2:20][O:21][C:22]4[N:59]=[C:30]5[C:25]([CH2:26][CH2:27][C:28](=[O:32])[NH:29]5)=[CH:24][CH:23]=4)[CH2:49][CH2:50]3)=[CH:42][CH:43]=[CH:44][C:36]1=2. The yield is 0.830. (4) The reactants are Br[C:2]1[CH:10]=[C:9]([C:11]#[N:12])[CH:8]=[C:7]2[C:3]=1[CH:4]=[CH:5][NH:6]2.C([O-])(=O)C.[K+].B1(B2OC(C)(C)C(C)(C)O2)OC(C)(C)C(C)(C)O1.Cl[C:37]1[N:42]=[C:41]([N:43]2[CH2:48][CH2:47][O:46][CH2:45][C@H:44]2[CH3:49])[CH:40]=[C:39]([C:50]2([S:53]([CH3:56])(=[O:55])=[O:54])[CH2:52][CH2:51]2)[N:38]=1.C(=O)([O-])[O-].[Na+].[Na+]. The catalyst is O1CCOCC1.C1C=CC([P]([Pd]([P](C2C=CC=CC=2)(C2C=CC=CC=2)C2C=CC=CC=2)([P](C2C=CC=CC=2)(C2C=CC=CC=2)C2C=CC=CC=2)[P](C2C=CC=CC=2)(C2C=CC=CC=2)C2C=CC=CC=2)(C2C=CC=CC=2)C2C=CC=CC=2)=CC=1. The product is [CH3:49][C@@H:44]1[CH2:45][O:46][CH2:47][CH2:48][N:43]1[C:41]1[CH:40]=[C:39]([C:50]2([S:53]([CH3:56])(=[O:55])=[O:54])[CH2:51][CH2:52]2)[N:38]=[C:37]([C:2]2[CH:10]=[C:9]([C:11]#[N:12])[CH:8]=[C:7]3[C:3]=2[CH:4]=[CH:5][NH:6]3)[N:42]=1. The yield is 0.670. (5) The catalyst is O1CCCC1. The yield is 0.400. The reactants are [O:1]=[S:2]1(=[O:38])[CH2:7][CH2:6][CH:5]([C:8]2[C:16]3[C:11](=[C:12]([C:35]([NH2:37])=[O:36])[CH:13]=[C:14]([C:17]4[S:18][C:19]([CH2:22][CH2:23][C:24]([CH3:34])([O:26][Si](CC)(CC)CC)[CH3:25])=[CH:20][CH:21]=4)[CH:15]=3)[NH:10][CH:9]=2)[CH2:4][CH2:3]1.[F-].C([N+](CCCC)(CCCC)CCCC)CCC. The product is [O:38]=[S:2]1(=[O:1])[CH2:3][CH2:4][CH:5]([C:8]2[C:16]3[C:11](=[C:12]([C:35]([NH2:37])=[O:36])[CH:13]=[C:14]([C:17]4[S:18][C:19]([CH2:22][CH2:23][C:24]([OH:26])([CH3:34])[CH3:25])=[CH:20][CH:21]=4)[CH:15]=3)[NH:10][CH:9]=2)[CH2:6][CH2:7]1. (6) The reactants are Cl[C:2]1[C:3]2[CH2:17][CH2:16][CH2:15][C:4]=2[N:5]=[C:6]([C:8]2[CH:13]=[CH:12][CH:11]=[C:10]([Cl:14])[CH:9]=2)[N:7]=1.CC1(C)C(C)(C)OB([CH2:26][C:27]2[CH:32]=[CH:31][C:30]([CH2:33][C:34]([O:36][CH3:37])=[O:35])=[CH:29][CH:28]=2)O1.C([O-])([O-])=O.[Na+].[Na+].[Cl-]. The catalyst is C1C=CC(P(C2C=CC=CC=2)[C-]2C=CC=C2)=CC=1.C1C=CC(P(C2C=CC=CC=2)[C-]2C=CC=C2)=CC=1.Cl[Pd]Cl.[Fe+2].O.O1CCOCC1. The product is [Cl:14][C:10]1[CH:9]=[C:8]([C:6]2[N:7]=[C:2]([CH2:26][C:27]3[CH:28]=[CH:29][C:30]([CH2:33][C:34]([O:36][CH3:37])=[O:35])=[CH:31][CH:32]=3)[C:3]3[CH2:17][CH2:16][CH2:15][C:4]=3[N:5]=2)[CH:13]=[CH:12][CH:11]=1. The yield is 0.210. (7) The catalyst is O1CCOCC1. The yield is 0.344. The reactants are [NH2:1][CH2:2][C@@H:3]([C@H:5]([C@@H:7]([C@@H:9]([CH2:11][OH:12])[OH:10])[OH:8])[OH:6])[OH:4].O.[C:22](O[C:22]([O:24][C:25]([CH3:28])([CH3:27])[CH3:26])=[O:23])([O:24][C:25]([CH3:28])([CH3:27])[CH3:26])=[O:23].[C:29](Cl)(=[O:33])[C:30]([CH3:32])=[CH2:31]. The product is [C:25]([O:24][C:22]([NH:1][CH2:2][CH:3]([OH:4])[CH:5]([OH:6])[CH:7]([OH:8])[CH:9]([OH:10])[CH2:11][O:12][C:29](=[O:33])[C:30]([CH3:32])=[CH2:31])=[O:23])([CH3:26])([CH3:27])[CH3:28]. (8) The reactants are [CH3:1][N:2]1[CH2:7][CH2:6][N:5]([C:8]([C:10]2[NH:11][C:12]3[C:17]([CH:18]=2)=[CH:16][CH:15]=[CH:14][C:13]=3[N+:19]([O-])=O)=[O:9])[CH2:4][CH2:3]1.C([O-])=O.[NH4+]. The catalyst is CO.[Pd]. The product is [NH2:19][C:13]1[CH:14]=[CH:15][CH:16]=[C:17]2[C:12]=1[NH:11][C:10]([C:8]([N:5]1[CH2:4][CH2:3][N:2]([CH3:1])[CH2:7][CH2:6]1)=[O:9])=[CH:18]2. The yield is 0.767. (9) The reactants are C([O:3][C:4]([C:6]1[C:7]([CH:18]([F:20])[F:19])=[N:8][N:9]([C:14]([CH3:17])([CH3:16])[CH3:15])[C:10]=1[CH:11]([F:13])[F:12])=[O:5])C.[OH-].[Na+]. The catalyst is C(O)C. The product is [C:14]([N:9]1[C:10]([CH:11]([F:12])[F:13])=[C:6]([C:4]([OH:5])=[O:3])[C:7]([CH:18]([F:20])[F:19])=[N:8]1)([CH3:17])([CH3:15])[CH3:16]. The yield is 0.970.